From a dataset of Reaction yield outcomes from USPTO patents with 853,638 reactions. Predict the reaction yield, written as a fraction of the theoretical maximum amount of product (1.0 means a 100% yield; for example, 0.34 means a 34% yield). (1) The reactants are Cl[C:2]1[N:3]=[C:4]([NH:11][C:12]2[CH:17]=[CH:16][C:15]([O:18][CH3:19])=[C:14]([O:20][CH3:21])[CH:13]=2)[C:5]2[N:10]=[CH:9][S:8][C:6]=2[N:7]=1.[N:22]1[CH:27]=[CH:26][C:25]([CH2:28][CH2:29][NH:30][C:31](=[O:47])[C:32]2[CH:37]=[CH:36][C:35](B3OC(C)(C)C(C)(C)O3)=[CH:34][CH:33]=2)=[CH:24][CH:23]=1.C([O-])([O-])=O.[Na+].[Na+].O. The catalyst is O1CCOCC1.C1C=CC([P]([Pd]([P](C2C=CC=CC=2)(C2C=CC=CC=2)C2C=CC=CC=2)([P](C2C=CC=CC=2)(C2C=CC=CC=2)C2C=CC=CC=2)[P](C2C=CC=CC=2)(C2C=CC=CC=2)C2C=CC=CC=2)(C2C=CC=CC=2)C2C=CC=CC=2)=CC=1. The product is [CH3:21][O:20][C:14]1[CH:13]=[C:12]([NH:11][C:4]2[C:5]3[N:10]=[CH:9][S:8][C:6]=3[N:7]=[C:2]([C:35]3[CH:36]=[CH:37][C:32]([C:31]([NH:30][CH2:29][CH2:28][C:25]4[CH:26]=[CH:27][N:22]=[CH:23][CH:24]=4)=[O:47])=[CH:33][CH:34]=3)[N:3]=2)[CH:17]=[CH:16][C:15]=1[O:18][CH3:19]. The yield is 0.310. (2) The reactants are [CH2:1]([N:5]1[C:9]([NH:10][C:11](=[O:23])[C:12]2[CH:17]=[C:16]([C:18]([F:21])([F:20])[F:19])[CH:15]=[CH:14][C:13]=2[F:22])=[CH:8][C:7]([C:24]([CH3:27])([CH3:26])[CH3:25])=[N:6]1)[CH2:2][CH2:3][CH3:4].F[C:29](F)(F)S(OC)(=O)=O.[NH4+].[OH-]. The catalyst is C1(C)C=CC=CC=1.O.CC(C)=O. The product is [CH2:1]([N:5]1[N:6]([CH3:29])[C:7]([C:24]([CH3:26])([CH3:25])[CH3:27])=[CH:8]/[C:9]/1=[N:10]\[C:11](=[O:23])[C:12]1[CH:17]=[C:16]([C:18]([F:19])([F:21])[F:20])[CH:15]=[CH:14][C:13]=1[F:22])[CH2:2][CH2:3][CH3:4]. The yield is 0.890. (3) The reactants are [Br:1]N1C(=O)CCC1=O.[Cl:9][C:10]1[C:11]2[N:12]([C:16]([C@@H:19]3[CH2:23][CH2:22][CH2:21][N:20]3[C:24]([O:26][CH2:27][C:28]3[CH:33]=[CH:32][CH:31]=[CH:30][CH:29]=3)=[O:25])=[N:17][CH:18]=2)[CH:13]=[CH:14][N:15]=1.O.C(OCC)(=O)C. The catalyst is CN(C=O)C.[Cl-].[Na+].O. The product is [Br:1][C:18]1[N:17]=[C:16]([C@@H:19]2[CH2:23][CH2:22][CH2:21][N:20]2[C:24]([O:26][CH2:27][C:28]2[CH:33]=[CH:32][CH:31]=[CH:30][CH:29]=2)=[O:25])[N:12]2[CH:13]=[CH:14][N:15]=[C:10]([Cl:9])[C:11]=12. The yield is 0.823. (4) The reactants are [CH3:1][O:2][CH2:3][CH2:4][N:5]1[CH:9]=[CH:8][N:7]=[C:6]1[CH3:10].C(=O)([O-])[O-].[K+].[K+].C1C(=O)N([Br:24])C(=O)C1. The catalyst is C1COCC1.CCOC(C)=O.O. The product is [Br:24][C:9]1[N:5]([CH2:4][CH2:3][O:2][CH3:1])[C:6]([CH3:10])=[N:7][CH:8]=1. The yield is 0.640. (5) The reactants are Cl[C:2]1[CH:7]=[C:6]([N:8]2[CH:12]=[C:11]([Cl:13])[N:10]=[CH:9]2)[N:5]=[CH:4][N:3]=1.[NH3:14]. The catalyst is C(O)(C)C. The product is [Cl:13][C:11]1[N:10]=[CH:9][N:8]([C:6]2[N:5]=[CH:4][N:3]=[C:2]([NH2:14])[CH:7]=2)[CH:12]=1. The yield is 0.980. (6) The reactants are [CH2:1]([O:3][C:4]1[CH:5]=[C:6]([CH:9]=[CH:10][C:11]=1[OH:12])[CH:7]=[O:8])[CH3:2].Br[CH2:14][CH2:15][CH2:16][CH2:17][CH2:18][CH2:19][CH2:20][CH2:21][CH2:22][CH2:23][CH2:24][OH:25]. No catalyst specified. The product is [CH2:1]([O:3][C:4]1[CH:5]=[C:6]([CH:9]=[CH:10][C:11]=1[O:12][CH2:14][CH2:15][CH2:16][CH2:17][CH2:18][CH2:19][CH2:20][CH2:21][CH2:22][CH2:23][CH2:24][OH:25])[CH:7]=[O:8])[CH3:2]. The yield is 0.950. (7) The reactants are Br[C:2]1[CH:20]=[CH:19][C:5]([O:6][CH2:7][CH2:8][CH2:9][N:10]([CH2:15][CH2:16][CH2:17][CH3:18])[CH2:11][CH2:12][CH2:13][CH3:14])=[CH:4][CH:3]=1.[Mg].[B:22](OC)([O:25]C)[O:23]C. The catalyst is C1COCC1. The product is [CH2:11]([N:10]([CH2:15][CH2:16][CH2:17][CH3:18])[CH2:9][CH2:8][CH2:7][O:6][C:5]1[CH:19]=[CH:20][C:2]([B:22]([OH:25])[OH:23])=[CH:3][CH:4]=1)[CH2:12][CH2:13][CH3:14]. The yield is 0.400. (8) The reactants are [C:1]1([S:7]([C:9]2[CH:14]=[CH:13][CH:12]=[CH:11][CH:10]=2)=O)[CH:6]=[CH:5][CH:4]=[CH:3][CH:2]=1.[C:15]1([O:21][C:22]2[CH:27]=[CH:26][CH:25]=[CH:24][CH:23]=2)[CH:20]=[CH:19][CH:18]=[CH:17][CH:16]=1.FC(F)(F)C(OC(=O)C(F)(F)F)=O.[F:41][C:42]([F:48])([F:47])[S:43]([OH:46])(=[O:45])=[O:44]. The catalyst is ClCCl. The product is [F:41][C:42]([F:48])([F:47])[S:43]([O-:46])(=[O:45])=[O:44].[C:9]1([S+:7]([C:1]2[CH:2]=[CH:3][CH:4]=[CH:5][CH:6]=2)[C:25]2[CH:24]=[CH:23][C:22]([O:21][C:15]3[CH:16]=[CH:17][CH:18]=[CH:19][CH:20]=3)=[CH:27][CH:26]=2)[CH:10]=[CH:11][CH:12]=[CH:13][CH:14]=1. The yield is 0.380. (9) The reactants are [H-].[Na+].[CH3:3][C:4]([CH3:18])([CH2:9][O:10][C:11]1[C:12]([NH2:17])=[N:13][CH:14]=[CH:15][CH:16]=1)[C:5](OC)=[O:6]. The catalyst is CS(C)=O.O. The product is [CH3:3][C:4]1([CH3:18])[CH2:9][O:10][C:11]2[CH:16]=[CH:15][CH:14]=[N:13][C:12]=2[NH:17][C:5]1=[O:6]. The yield is 0.940. (10) The reactants are [N+:1](/[CH:4]=[CH:5]/[C:6]1[CH:11]=[CH:10][C:9]([Cl:12])=[CH:8][CH:7]=1)([O-:3])=[O:2].[Br:13][C:14]1[CH:22]=[C:21]2[C:17]([CH:18]=[CH:19][NH:20]2)=[CH:16][CH:15]=1. The catalyst is CO. The product is [Br:13][C:14]1[CH:22]=[C:21]2[C:17]([C:18]([CH:5]([C:6]3[CH:11]=[CH:10][C:9]([Cl:12])=[CH:8][CH:7]=3)[CH2:4][N+:1]([O-:3])=[O:2])=[CH:19][NH:20]2)=[CH:16][CH:15]=1. The yield is 0.452.